The task is: Predict the product of the given reaction.. This data is from Forward reaction prediction with 1.9M reactions from USPTO patents (1976-2016). (1) Given the reactants [Li+].CC([N-]C(C)C)C.[Br:9][C:10]1[CH:15]=[CH:14][CH:13]=[CH:12][N:11]=1.[C:16]1(=[O:21])[CH2:20][CH2:19][CH2:18][CH2:17]1.C([O-])(O)=O.[Na+], predict the reaction product. The product is: [Br:9][C:10]1[C:15]([C:16]2([OH:21])[CH2:20][CH2:19][CH2:18][CH2:17]2)=[CH:14][CH:13]=[CH:12][N:11]=1. (2) Given the reactants [F:1][C:2]1[CH:3]=[CH:4][C:5]([CH3:31])=[C:6]([C:8]([CH3:30])([CH3:29])[CH2:9][C:10]([C:25]([F:28])([F:27])[F:26])([OH:24])[CH2:11][C:12]#[C:13][C:14]2[CH:19]=[CH:18][CH:17]=[C:16]([F:20])[C:15]=2[N+:21]([O-])=O)[CH:7]=1, predict the reaction product. The product is: [NH2:21][C:15]1[C:16]([F:20])=[CH:17][CH:18]=[CH:19][C:14]=1[C:13]#[C:12][CH2:11][C:10]([C:25]([F:28])([F:27])[F:26])([OH:24])[CH2:9][C:8]([C:6]1[CH:7]=[C:2]([F:1])[CH:3]=[CH:4][C:5]=1[CH3:31])([CH3:29])[CH3:30].